The task is: Regression. Given a peptide amino acid sequence and an MHC pseudo amino acid sequence, predict their binding affinity value. This is MHC class II binding data.. This data is from Peptide-MHC class II binding affinity with 134,281 pairs from IEDB. (1) The peptide sequence is KTLGVNMVRRGVRSL. The binding affinity (normalized) is 0.447. The MHC is HLA-DQA10201-DQB10303 with pseudo-sequence HLA-DQA10201-DQB10303. (2) The peptide sequence is RICCEPKKTTNAEFT. The MHC is DRB4_0101 with pseudo-sequence DRB4_0103. The binding affinity (normalized) is 0.291. (3) The peptide sequence is NLMGKTLILLETFVR. The MHC is DRB5_0101 with pseudo-sequence DRB5_0101. The binding affinity (normalized) is 0.799. (4) The peptide sequence is VDGMAWFTPVGLAVD. The MHC is HLA-DQA10101-DQB10501 with pseudo-sequence HLA-DQA10101-DQB10501. The binding affinity (normalized) is 0.471. (5) The peptide sequence is GGNFAGGGFGMLLRK. The MHC is HLA-DQA10102-DQB10602 with pseudo-sequence HLA-DQA10102-DQB10602. The binding affinity (normalized) is 0.296. (6) The peptide sequence is MEYLGHNAAGQWLEF. The MHC is HLA-DQA10501-DQB10303 with pseudo-sequence HLA-DQA10501-DQB10303. The binding affinity (normalized) is 0.486. (7) The MHC is DRB1_0901 with pseudo-sequence DRB1_0901. The peptide sequence is LHFSEALRIIAGTPE. The binding affinity (normalized) is 0.571.